From a dataset of Full USPTO retrosynthesis dataset with 1.9M reactions from patents (1976-2016). Predict the reactants needed to synthesize the given product. (1) Given the product [Cl:23][C:24]1[CH:25]=[C:26]([S:33]([NH:36][C:37]2[C:42]([OH:43])=[CH:41][C:40]([Cl:45])=[CH:39][N:38]=2)(=[O:34])=[O:35])[CH:27]=[N:28][C:29]=1[N:30]([CH3:32])[CH3:31], predict the reactants needed to synthesize it. The reactants are: ClC1N=NC(NS(CC2C=C(C#N)C=CC=2Cl)(=O)=O)=C(O)C=1.[Cl:23][C:24]1[CH:25]=[C:26]([S:33]([NH:36][C:37]2[C:42]([O:43]C)=[CH:41][C:40]([Cl:45])=[CH:39][N:38]=2)(=[O:35])=[O:34])[CH:27]=[N:28][C:29]=1[N:30]([CH3:32])[CH3:31].ClC1N=NC(NS(CC2C=C(C#N)C=CC=2Cl)(=O)=O)=C(OC)C=1. (2) The reactants are: CO[CH:3](OC)[CH:4]1[S:8][C:7]([C:9]2[NH:10][C:11]3[C:16]([CH:17]=2)=[CH:15][C:14]([O:18][CH2:19][CH2:20][O:21][CH3:22])=[CH:13][C:12]=3[N:23]([CH3:33])[S:24]([C:27]2[N:28]([CH3:32])[CH:29]=[CH:30][N:31]=2)(=[O:26])=[O:25])=[N:6][CH2:5]1.FC(F)(F)C(O)=O.S(=O)(=O)(O)O.Cl.[NH:49]1[CH2:54][CH2:53][S:52](=[O:55])[CH2:51][CH2:50]1.C(O[BH-](OC(=O)C)OC(=O)C)(=O)C.[Na+]. Given the product [CH3:22][O:21][CH2:20][CH2:19][O:18][C:14]1[CH:15]=[C:16]2[C:11](=[C:12]([N:23]([CH3:33])[S:24]([C:27]3[N:28]([CH3:32])[CH:29]=[CH:30][N:31]=3)(=[O:25])=[O:26])[CH:13]=1)[NH:10][C:9]([C:7]1[S:8][CH:4]([CH2:3][N:49]3[CH2:54][CH2:53][S:52](=[O:55])[CH2:51][CH2:50]3)[CH2:5][N:6]=1)=[CH:17]2, predict the reactants needed to synthesize it. (3) Given the product [CH3:27][N:19]1[C:20]2[C:25](=[C:24]([CH3:26])[CH:23]=[CH:22][CH:21]=2)[C:17]([CH2:16][N:7]2[C:8]3[CH:15]=[N:14][CH:13]=[CH:12][C:9]=3[C:10](=[O:11])[N:5]([CH2:4][C:3]([OH:29])=[O:2])[C:6]2=[O:28])=[CH:18]1, predict the reactants needed to synthesize it. The reactants are: C[O:2][C:3](=[O:29])[CH2:4][N:5]1[C:10](=[O:11])[C:9]2[CH:12]=[CH:13][N:14]=[CH:15][C:8]=2[N:7]([CH2:16][C:17]2[C:25]3[C:20](=[CH:21][CH:22]=[CH:23][C:24]=3[CH3:26])[N:19]([CH3:27])[CH:18]=2)[C:6]1=[O:28].[OH-].[Li+].Cl.O.